This data is from Catalyst prediction with 721,799 reactions and 888 catalyst types from USPTO. The task is: Predict which catalyst facilitates the given reaction. (1) Reactant: [CH3:1][C@:2]12[C:10]([C:11]3([CH:14]=[CH:15][CH2:16][C:17]([OH:20])([CH3:19])[CH3:18])[CH2:13][CH2:12]3)=[CH:9][CH2:8][C@H:7]1[C:6](=[O:21])[CH2:5][CH2:4][CH2:3]2.[CH3:22][Si:23](C1NC=CN=1)([CH3:25])[CH3:24]. Product: [CH3:1][C@:2]12[C:10]([C:11]3([CH2:14][CH2:15][CH2:16][C:17]([CH3:18])([O:20][Si:23]([CH3:25])([CH3:24])[CH3:22])[CH3:19])[CH2:13][CH2:12]3)=[CH:9][CH2:8][C@H:7]1[C:6](=[O:21])[CH2:5][CH2:4][CH2:3]2. The catalyst class is: 4. (2) Reactant: [F:1][C:2]1[CH:3]=[CH:4][C:5]([N+:22]([O-:24])=[O:23])=[C:6]([NH:8][CH2:9][C@@H:10]2[CH2:14][CH2:13][N:12](C(OC(C)(C)C)=O)[CH2:11]2)[CH:7]=1.[ClH:25].O1CCOCC1. Product: [ClH:25].[F:1][C:2]1[CH:3]=[CH:4][C:5]([N+:22]([O-:24])=[O:23])=[C:6]([NH:8][CH2:9][C@@H:10]2[CH2:14][CH2:13][NH:12][CH2:11]2)[CH:7]=1. The catalyst class is: 5. (3) Reactant: [OH-].[Na+].C([O:6][CH2:7][C:8]1[CH:13]=[CH:12][C:11]([C:14]([F:17])([F:16])[F:15])=[CH:10][C:9]=1[N+:18]([O-:20])=[O:19])(=O)C.P([O-])([O-])([O-])=O.[Na+].[Na+].[Na+]. Product: [N+:18]([C:9]1[CH:10]=[C:11]([C:14]([F:15])([F:16])[F:17])[CH:12]=[CH:13][C:8]=1[CH2:7][OH:6])([O-:20])=[O:19]. The catalyst class is: 5. (4) Reactant: [C:1]([O:5][C:6]([N:8]1[CH2:14][CH2:13][C:12]2[S:15][C:16](Br)=[N:17][C:11]=2[CH2:10][CH2:9]1)=[O:7])([CH3:4])([CH3:3])[CH3:2].[CH3:19][O-:20].[Na+]. Product: [C:1]([O:5][C:6]([N:8]1[CH2:14][CH2:13][C:12]2[S:15][C:16]([O:20][CH3:19])=[N:17][C:11]=2[CH2:10][CH2:9]1)=[O:7])([CH3:4])([CH3:3])[CH3:2]. The catalyst class is: 5.